From a dataset of TCR-epitope binding with 47,182 pairs between 192 epitopes and 23,139 TCRs. Binary Classification. Given a T-cell receptor sequence (or CDR3 region) and an epitope sequence, predict whether binding occurs between them. (1) The epitope is ITEEVGHTDLMAAY. The TCR CDR3 sequence is CSHRRDTEAFF. Result: 1 (the TCR binds to the epitope). (2) The epitope is TPRVTGGGAM. The TCR CDR3 sequence is CASKKLAGDSYEQYF. Result: 1 (the TCR binds to the epitope). (3) The epitope is FLASKIGRLV. The TCR CDR3 sequence is CASSDNSYEQYF. Result: 0 (the TCR does not bind to the epitope). (4) The epitope is FLPRVFSAV. The TCR CDR3 sequence is CASSSLTGGSITDTQYF. Result: 1 (the TCR binds to the epitope). (5) The epitope is FVDGVPFVV. The TCR CDR3 sequence is CASSISTYRPRETQYF. Result: 1 (the TCR binds to the epitope). (6) The epitope is LLMPILTLT. The TCR CDR3 sequence is CASSSAQSSFSYEQYF. Result: 0 (the TCR does not bind to the epitope). (7) The epitope is KLVALGINAV. The TCR CDR3 sequence is CASSMRSSDTQYF. Result: 0 (the TCR does not bind to the epitope). (8) The epitope is TPRVTGGGAM. The TCR CDR3 sequence is CASSLRQGINTGELFF. Result: 1 (the TCR binds to the epitope). (9) The epitope is FPRPWLHGL. The TCR CDR3 sequence is CASSQDRGPDTQYF. Result: 1 (the TCR binds to the epitope). (10) The epitope is FLYNLLTRV. The TCR CDR3 sequence is CSVWDSSTEAFF. Result: 0 (the TCR does not bind to the epitope).